From a dataset of Peptide-MHC class II binding affinity with 134,281 pairs from IEDB. Regression. Given a peptide amino acid sequence and an MHC pseudo amino acid sequence, predict their binding affinity value. This is MHC class II binding data. (1) The peptide sequence is KTAVQMAVFIHNFKR. The MHC is DRB5_0101 with pseudo-sequence DRB5_0101. The binding affinity (normalized) is 0.396. (2) The peptide sequence is VEALYLVCGERGFFY. The MHC is DRB1_0301 with pseudo-sequence DRB1_0301. The binding affinity (normalized) is 0.0967.